From a dataset of Forward reaction prediction with 1.9M reactions from USPTO patents (1976-2016). Predict the product of the given reaction. (1) Given the reactants [OH:1][C:2]([CH:4]([C:6]1[CH:15]=[CH:14][C:9]([CH2:10][CH:11]([CH3:13])[CH3:12])=[CH:8][CH:7]=1)[CH3:5])=[O:3].O[CH2:17][CH2:18][NH:19][C:20](=[O:26])[O:21][C:22]([CH3:25])([CH3:24])[CH3:23].C1CCC(N=C=NC2CCCCC2)CC1, predict the reaction product. The product is: [CH2:10]([C:9]1[CH:8]=[CH:7][C:6]([CH:4]([CH3:5])[C:2]([O:1][CH2:17][CH2:18][NH:19][C:20]([O:21][C:22]([CH3:25])([CH3:24])[CH3:23])=[O:26])=[O:3])=[CH:15][CH:14]=1)[CH:11]([CH3:12])[CH3:13]. (2) Given the reactants [CH:1](=O)[C:2]1[CH:7]=[CH:6][CH:5]=[N:4][CH:3]=1.[CH3:9][O:10][C:11]1[CH:12]=[C:13]([CH:15]=[C:16]([O:18][CH3:19])[CH:17]=1)[NH2:14], predict the reaction product. The product is: [CH3:19][O:18][C:16]1[CH:15]=[C:13]([CH:12]=[C:11]([O:10][CH3:9])[CH:17]=1)[N:14]=[CH:1][C:2]1[CH:3]=[N:4][CH:5]=[CH:6][CH:7]=1. (3) Given the reactants [CH3:1][O:2][C:3]1[C:8]2[CH2:9][CH2:10][C:11](=O)[CH2:12][CH2:13][C:7]=2[CH:6]=[CH:5][C:4]=1[N+:15]([O-:17])=[O:16].[CH3:18][N:19]1[CH2:24][CH2:23][NH:22][CH2:21][CH2:20]1, predict the reaction product. The product is: [CH3:1][O:2][C:3]1[C:8]2[CH2:9][CH2:10][CH:11]([N:22]3[CH2:23][CH2:24][N:19]([CH3:18])[CH2:20][CH2:21]3)[CH2:12][CH2:13][C:7]=2[CH:6]=[CH:5][C:4]=1[N+:15]([O-:17])=[O:16].